This data is from Reaction yield outcomes from USPTO patents with 853,638 reactions. The task is: Predict the reaction yield, written as a fraction of the theoretical maximum amount of product (1.0 means a 100% yield; for example, 0.34 means a 34% yield). The reactants are [Br:1][C:2]1[CH:3]=[C:4]2[C:8](=[CH:9][CH:10]=1)[N:7]([CH2:11][CH2:12][CH2:13][OH:14])[N:6]=[CH:5]2.[Si:15](Cl)([C:28]([CH3:31])([CH3:30])[CH3:29])([C:22]1[CH:27]=[CH:26][CH:25]=[CH:24][CH:23]=1)[C:16]1[CH:21]=[CH:20][CH:19]=[CH:18][CH:17]=1.N1C=CN=C1. The catalyst is C(Cl)Cl.CCOCC. The product is [Br:1][C:2]1[CH:3]=[C:4]2[C:8](=[CH:9][CH:10]=1)[N:7]([CH2:11][CH2:12][CH2:13][O:14][Si:15]([C:28]([CH3:31])([CH3:30])[CH3:29])([C:22]1[CH:23]=[CH:24][CH:25]=[CH:26][CH:27]=1)[C:16]1[CH:21]=[CH:20][CH:19]=[CH:18][CH:17]=1)[N:6]=[CH:5]2. The yield is 0.960.